From a dataset of Forward reaction prediction with 1.9M reactions from USPTO patents (1976-2016). Predict the product of the given reaction. (1) Given the reactants Cl.Cl.[CH3:3][C:4]1[N:8]([CH:9]2[CH2:15][CH:14]3[N:16]([CH2:17][CH2:18][C:19]4([C:25]5[CH:30]=[CH:29][CH:28]=[CH:27][C:26]=5[CH3:31])[CH2:24][CH2:23][NH:22][CH2:21][CH2:20]4)[CH:11]([CH2:12][CH2:13]3)[CH2:10]2)[C:7]2[CH:32]=[CH:33][CH:34]=[CH:35][C:6]=2[N:5]=1.C(N(CC)CC)C.[CH3:43][C:44]([CH3:49])([CH3:48])[C:45](Cl)=[O:46], predict the reaction product. The product is: [CH3:43][C:44]([CH3:49])([CH3:48])[C:45]([N:22]1[CH2:21][CH2:20][C:19]([CH2:18][CH2:17][N:16]2[C@H:14]3[CH2:13][CH2:12][C@@H:11]2[CH2:10][CH:9]([N:8]2[C:7]4[CH:32]=[CH:33][CH:34]=[CH:35][C:6]=4[N:5]=[C:4]2[CH3:3])[CH2:15]3)([C:25]2[CH:30]=[CH:29][CH:28]=[CH:27][C:26]=2[CH3:31])[CH2:24][CH2:23]1)=[O:46]. (2) The product is: [Cl:19][C:20]1[CH:21]=[C:22]([CH:26]=[CH:27][N:28]=1)[C:23]([NH:1][C:2]1[CH:18]=[CH:17][CH:16]=[C:4]([O:5][C:6]2[CH:11]=[CH:10][N:9]=[C:8]3[NH:12][C:13](=[O:15])[NH:14][C:7]=23)[CH:3]=1)=[O:24]. Given the reactants [NH2:1][C:2]1[CH:3]=[C:4]([CH:16]=[CH:17][CH:18]=1)[O:5][C:6]1[CH:11]=[CH:10][N:9]=[C:8]2[NH:12][C:13](=[O:15])[NH:14][C:7]=12.[Cl:19][C:20]1[CH:21]=[C:22]([CH:26]=[CH:27][N:28]=1)[C:23](Cl)=[O:24], predict the reaction product. (3) The product is: [CH3:22][O:23][C:24]1[CH:29]=[CH:28][CH:27]=[CH:26][C:25]=1[N:30]1[C:5]([C:7]2[CH:17]=[CH:16][C:10]3[O:11][CH2:12][C:13](=[O:15])[NH:14][C:9]=3[CH:8]=2)=[CH:4][C:3]([C:2]([F:20])([F:19])[F:1])=[N:31]1. Given the reactants [F:1][C:2]([F:20])([F:19])[C:3](O)=[CH:4][C:5]([C:7]1[CH:17]=[CH:16][C:10]2[O:11][CH2:12][C:13](=[O:15])[NH:14][C:9]=2[CH:8]=1)=O.Cl.[CH3:22][O:23][C:24]1[CH:29]=[CH:28][CH:27]=[CH:26][C:25]=1[NH:30][NH2:31], predict the reaction product. (4) Given the reactants Cl.[F:2][C:3]1[C:4]([C:19]2[O:20][CH:21]=[CH:22][N:23]=2)=[C:5]([C:9]([N:11]2[CH2:18][CH:17]3[CH:13]([CH2:14][NH:15][CH2:16]3)[CH2:12]2)=[O:10])[CH:6]=[CH:7][CH:8]=1.Cl[C:25]1[N:30]=[C:29]([CH3:31])[C:28]([F:32])=[CH:27][N:26]=1.CCN(C(C)C)C(C)C, predict the reaction product. The product is: [F:32][C:28]1[C:29]([CH3:31])=[N:30][C:25]([N:15]2[CH2:16][CH:17]3[CH:13]([CH2:12][N:11]([C:9]([C:5]4[CH:6]=[CH:7][CH:8]=[C:3]([F:2])[C:4]=4[C:19]4[O:20][CH:21]=[CH:22][N:23]=4)=[O:10])[CH2:18]3)[CH2:14]2)=[N:26][CH:27]=1. (5) The product is: [C:13]([C:16]1[CH:17]=[C:18]([C:22]([NH:12][C:6]2[CH:7]=[CH:8][C:9]([F:11])=[CH:10][C:5]=2[NH:4][CH:1]2[CH2:3][CH2:2]2)=[O:23])[CH:19]=[N:20][CH:21]=1)(=[O:15])[CH3:14]. Given the reactants [CH:1]1([NH:4][C:5]2[C:6]([NH2:12])=[CH:7][CH:8]=[C:9]([F:11])[CH:10]=2)[CH2:3][CH2:2]1.[C:13]([C:16]1[CH:17]=[C:18]([C:22](O)=[O:23])[CH:19]=[N:20][CH:21]=1)(=[O:15])[CH3:14].CN(C(ON1N=NC2C=CC=NC1=2)=[N+](C)C)C.F[P-](F)(F)(F)(F)F.C1C=NC2N(O)N=NC=2C=1.C(N(C(C)C)CC)(C)C, predict the reaction product. (6) Given the reactants Cl[C:2]1[C:11]2=[N:12][N:13](CC3C=CC(OC)=CC=3)[CH:14]=[C:10]2[C:9]2[CH:8]=[C:7]([O:24][CH3:25])[CH:6]=[CH:5][C:4]=2[N:3]=1.[CH3:26][O:27][C:28]1[CH:29]=[C:30]([CH:32]=[C:33]([O:35][CH3:36])[CH:34]=1)[NH2:31].Cl, predict the reaction product. The product is: [CH3:36][O:35][C:33]1[CH:32]=[C:30]([NH:31][C:2]2[C:11]3=[N:12][NH:13][CH:14]=[C:10]3[C:9]3[CH:8]=[C:7]([O:24][CH3:25])[CH:6]=[CH:5][C:4]=3[N:3]=2)[CH:29]=[C:28]([O:27][CH3:26])[CH:34]=1. (7) Given the reactants [OH:1][CH2:2][C:3]([CH3:17])([CH3:16])[C:4]([NH:6][CH2:7][C:8]1[CH:13]=[CH:12][CH:11]=[C:10]([O:14][CH3:15])[CH:9]=1)=[O:5].[NH2:18][C:19]1[CH:26]=[CH:25][CH:24]=[C:23](F)[C:20]=1[C:21]#[N:22], predict the reaction product. The product is: [NH2:18][C:19]1[C:20]([C:21]#[N:22])=[C:23]([CH:24]=[CH:25][CH:26]=1)[O:1][CH2:2][C:3]([CH3:17])([CH3:16])[C:4]([NH:6][CH2:7][C:8]1[CH:13]=[CH:12][CH:11]=[C:10]([O:14][CH3:15])[CH:9]=1)=[O:5]. (8) Given the reactants [CH2:15]1[CH2:16][N:12]([P+](Br)([N:12]2[CH2:16][CH2:15][CH2:14][CH2:13]2)[N:12]2[CH2:16][CH2:15][CH2:14][CH2:13]2)[CH2:13][CH2:14]1.F[P-](F)(F)(F)(F)F.[Br:25][C:26]1[CH:27]=[C:28]([C:32]2[C:37]([C:38]([NH:40]N)=[O:39])=[CH:36][N:35]=[C:34]([CH3:42])[N:33]=2)[CH:29]=[CH:30][CH:31]=1.[CH:43](N(CC)C(C)C)([CH3:45])[CH3:44].C(N=C=NC(C)C)(C)C, predict the reaction product. The product is: [Br:25][C:26]1[CH:27]=[C:28]([C:32]2[C:37]([C:38]3[O:39][C:16]([C:15]4[CH:14]=[CH:13][CH:45]=[CH:43][CH:44]=4)=[N:12][N:40]=3)=[CH:36][N:35]=[C:34]([CH3:42])[N:33]=2)[CH:29]=[CH:30][CH:31]=1.